This data is from Forward reaction prediction with 1.9M reactions from USPTO patents (1976-2016). The task is: Predict the product of the given reaction. (1) Given the reactants [F:1][C:2]1[CH:7]=[CH:6][CH:5]=[CH:4][C:3]=1[C:8](=O)[CH3:9].[Br:11][C:12]1[CH:17]=[CH:16][C:15]([NH:18][NH2:19])=[CH:14][CH:13]=1.CC([O-])=O.[K+], predict the reaction product. The product is: [Br:11][C:12]1[CH:17]=[CH:16][C:15]([NH:18]/[N:19]=[C:8](/[C:3]2[CH:4]=[CH:5][CH:6]=[CH:7][C:2]=2[F:1])\[CH3:9])=[CH:14][CH:13]=1. (2) Given the reactants [Cl:1][C:2]1[C:7]([C:8]#[N:9])=[CH:6][C:5]([F:10])=[C:4](Cl)[N:3]=1.Cl.[CH3:13][NH:14][CH2:15][C:16]([CH3:19])([CH3:18])[CH3:17].C(N(CC)CC)C, predict the reaction product. The product is: [Cl:1][C:2]1[N:3]=[C:4]([N:14]([CH2:15][C:16]([CH3:19])([CH3:18])[CH3:17])[CH3:13])[C:5]([F:10])=[CH:6][C:7]=1[C:8]#[N:9]. (3) Given the reactants [C:1]([C:5]1[CH:10]=[C:9](O)[N:8]=[CH:7][N:6]=1)([CH3:4])([CH3:3])[CH3:2].P(Cl)(Cl)([Cl:14])=O, predict the reaction product. The product is: [C:1]([C:5]1[CH:10]=[C:9]([Cl:14])[N:8]=[CH:7][N:6]=1)([CH3:4])([CH3:3])[CH3:2]. (4) Given the reactants [NH2:1][C:2]1[CH:7]=[CH:6][CH:5]=[CH:4][C:3]=1[NH:8][C:9](=[O:17])[C:10]1[CH:15]=[CH:14][C:13](I)=[CH:12][CH:11]=1.[CH3:18][O:19][C:20]1[CH:25]=[CH:24][CH:23]=[CH:22][C:21]=1[N:26]1[CH2:31][CH2:30][NH:29][CH2:28][CH2:27]1.C(=O)([O-])[O-].[K+].[K+].O1C=[CH:41][CH:40]=[C:39]1P(C1OC=CC=1)C1OC=CC=1.C=C=C, predict the reaction product. The product is: [NH2:1][C:2]1[CH:7]=[CH:6][CH:5]=[CH:4][C:3]=1[NH:8][C:9](=[O:17])[C:10]1[CH:15]=[CH:14][C:13]([C:40]([CH2:41][N:29]2[CH2:30][CH2:31][N:26]([C:21]3[CH:22]=[CH:23][CH:24]=[CH:25][C:20]=3[O:19][CH3:18])[CH2:27][CH2:28]2)=[CH2:39])=[CH:12][CH:11]=1. (5) Given the reactants [O:1]([C:8]1[CH:9]=[C:10]2[C:15](=[CH:16][CH:17]=1)[CH2:14][CH:13]([C:18]([C:20]1[O:21][C:22]([C:25]3[N:30]=[C:29]([C:31]([O:33]C)=[O:32])[CH:28]=[CH:27][CH:26]=3)=[CH:23][N:24]=1)=[O:19])[CH2:12][CH2:11]2)[C:2]1[CH:7]=[CH:6][CH:5]=[CH:4][CH:3]=1, predict the reaction product. The product is: [O:1]([C:8]1[CH:9]=[C:10]2[C:15](=[CH:16][CH:17]=1)[CH2:14][CH:13]([C:18]([C:20]1[O:21][C:22]([C:25]3[N:30]=[C:29]([C:31]([OH:33])=[O:32])[CH:28]=[CH:27][CH:26]=3)=[CH:23][N:24]=1)=[O:19])[CH2:12][CH2:11]2)[C:2]1[CH:7]=[CH:6][CH:5]=[CH:4][CH:3]=1. (6) Given the reactants [C:1]([O:4][C@@H:5]1[C@@H:19]([O:20][C:21](=[O:23])[CH3:22])[C@H:18]([O:24][C:25](=[O:27])[CH3:26])[CH2:17][S:16][C@H:6]1[O:7][C:8]1[C:9]([F:15])=[N:10][CH:11]=[C:12](Br)[CH:13]=1)(=[O:3])[CH3:2].[N:28]1[CH:33]=[CH:32][C:31](B(O)O)=[CH:30][CH:29]=1, predict the reaction product. The product is: [C:1]([O:4][C@@H:5]1[C@@H:19]([O:20][C:21](=[O:23])[CH3:22])[C@H:18]([O:24][C:25](=[O:27])[CH3:26])[CH2:17][S:16][C@H:6]1[O:7][C:8]1[C:9]([F:15])=[N:10][CH:11]=[C:12]([C:31]2[CH:32]=[CH:33][N:28]=[CH:29][CH:30]=2)[CH:13]=1)(=[O:3])[CH3:2]. (7) Given the reactants [NH:1]1[CH2:5][CH2:4][CH:3]([CH:6]([N:10]2[CH:14]=[C:13]([C:15]3[C:16]4[CH:23]=[CH:22][N:21]([CH2:24][O:25][CH2:26][CH2:27][Si:28]([CH3:31])([CH3:30])[CH3:29])[C:17]=4[N:18]=[CH:19][N:20]=3)[CH:12]=[N:11]2)[CH2:7][C:8]#[N:9])[CH2:2]1.[Cl:32][C:33]1[CH:38]=[CH:37][CH:36]=[C:35](Cl)[N:34]=1.C(N(CC)C(C)C)(C)C, predict the reaction product. The product is: [Cl:32][C:33]1[N:34]=[C:35]([N:1]2[CH2:5][CH2:4][CH:3]([CH:6]([N:10]3[CH:14]=[C:13]([C:15]4[C:16]5[CH:23]=[CH:22][N:21]([CH2:24][O:25][CH2:26][CH2:27][Si:28]([CH3:30])([CH3:29])[CH3:31])[C:17]=5[N:18]=[CH:19][N:20]=4)[CH:12]=[N:11]3)[CH2:7][C:8]#[N:9])[CH2:2]2)[CH:36]=[CH:37][CH:38]=1. (8) Given the reactants [CH2:1]([O:9][C:10]1[CH:18]=[CH:17][CH:16]=[CH:15][C:11]=1C(Cl)=O)[CH2:2][CH2:3][CH2:4][CH2:5][CH2:6][CH2:7][CH3:8].[O:19]1CCC[CH2:20]1.[OH:24][C:25]1[CH:37]=[CH:36][C:35]2[C:34]3[C:29](=[CH:30][C:31]([OH:38])=[CH:32][CH:33]=3)[CH:28]([CH3:39])[C:27]=2[CH:26]=1.Cl, predict the reaction product. The product is: [CH2:1]([O:9][C:10]1[CH:11]=[CH:15][C:16]([C:20]([O:24][C:25]2[CH:37]=[CH:36][C:35]3[C:34]4[C:29](=[CH:30][C:31]([OH:38])=[CH:32][CH:33]=4)[CH:28]([CH3:39])[C:27]=3[CH:26]=2)=[O:19])=[CH:17][CH:18]=1)[CH2:2][CH2:3][CH2:4][CH2:5][CH2:6][CH2:7][CH3:8]. (9) Given the reactants [CH3:1][C:2]([CH3:8])([CH2:6][OH:7])[C:3]([O-:5])=[O:4].[Cs+].[I-].[Cs+].[NH2:12][C:13](=[O:56])[C:14]([CH3:55])([CH3:54])[CH2:15][NH:16][C:17]([C@H:19]([CH:51]([CH3:53])[CH3:52])[CH2:20][C@@H:21]1[O:25][CH2:24][N:23]([C:26]([O:28][CH2:29]Cl)=[O:27])[C@H:22]1[CH2:31][C@H:32]([CH2:36][C:37]1[CH:42]=[CH:41][C:40]([O:43][CH3:44])=[C:39]([O:45][CH2:46][CH2:47][CH2:48][O:49][CH3:50])[CH:38]=1)[CH:33]([CH3:35])[CH3:34])=[O:18], predict the reaction product. The product is: [NH2:12][C:13](=[O:56])[C:14]([CH3:54])([CH3:55])[CH2:15][NH:16][C:17]([C@H:19]([CH:51]([CH3:52])[CH3:53])[CH2:20][C@@H:21]1[O:25][CH2:24][N:23]([C:26]([O:28][CH2:29][O:4][C:3](=[O:5])[C:2]([CH3:8])([CH3:1])[CH2:6][OH:7])=[O:27])[C@H:22]1[CH2:31][C@H:32]([CH2:36][C:37]1[CH:42]=[CH:41][C:40]([O:43][CH3:44])=[C:39]([O:45][CH2:46][CH2:47][CH2:48][O:49][CH3:50])[CH:38]=1)[CH:33]([CH3:34])[CH3:35])=[O:18].